From a dataset of Catalyst prediction with 721,799 reactions and 888 catalyst types from USPTO. Predict which catalyst facilitates the given reaction. Reactant: [Si:1]([O:8][C:9]1[CH:14]=[CH:13][C:12]([C:15](=O)[CH:16]([C:18]2[C:19](=[O:39])[N:20]([N:33]3[CH2:38][CH2:37][CH2:36][CH2:35][CH2:34]3)[CH2:21][CH2:22][C:23]=2[NH:24][C:25]2[CH:30]=[CH:29][C:28]([F:31])=[CH:27][C:26]=2[Cl:32])[CH3:17])=[CH:11][CH:10]=1)([C:4]([CH3:7])([CH3:6])[CH3:5])([CH3:3])[CH3:2].C1(C)C=CC(S(O)(=O)=O)=CC=1.O.C1(C)C=CC=CC=1. Product: [Si:1]([O:8][C:9]1[CH:10]=[CH:11][C:12]([C:15]2[N:24]([C:25]3[CH:30]=[CH:29][C:28]([F:31])=[CH:27][C:26]=3[Cl:32])[C:23]3[CH2:22][CH2:21][N:20]([N:33]4[CH2:38][CH2:37][CH2:36][CH2:35][CH2:34]4)[C:19](=[O:39])[C:18]=3[C:16]=2[CH3:17])=[CH:13][CH:14]=1)([C:4]([CH3:7])([CH3:6])[CH3:5])([CH3:2])[CH3:3]. The catalyst class is: 11.